This data is from Peptide-MHC class I binding affinity with 185,985 pairs from IEDB/IMGT. The task is: Regression. Given a peptide amino acid sequence and an MHC pseudo amino acid sequence, predict their binding affinity value. This is MHC class I binding data. (1) The peptide sequence is HHSDDALFI. The MHC is HLA-B40:01 with pseudo-sequence HLA-B40:01. The binding affinity (normalized) is 0.0847. (2) The binding affinity (normalized) is 0.574. The peptide sequence is ILHNGAYSL. The MHC is HLA-A02:03 with pseudo-sequence HLA-A02:03. (3) The peptide sequence is FLKENGGL. The MHC is HLA-A30:02 with pseudo-sequence HLA-A30:02. The binding affinity (normalized) is 0. (4) The peptide sequence is IPVSTNGKI. The MHC is HLA-B15:01 with pseudo-sequence HLA-B15:01. The binding affinity (normalized) is 0.0847.